This data is from Forward reaction prediction with 1.9M reactions from USPTO patents (1976-2016). The task is: Predict the product of the given reaction. (1) Given the reactants [F:1][C:2]([F:17])([F:16])[C:3]1([CH2:7][N:8]2[CH2:13][CH2:12][CH:11]([CH2:14][OH:15])[CH2:10][CH2:9]2)[CH2:6][CH2:5][CH2:4]1.[H-].[Na+].Br[C:21]1[CH:26]=[N:25][C:24]([I:27])=[CH:23][N:22]=1.O, predict the reaction product. The product is: [I:27][C:24]1[CH:23]=[N:22][C:21]([O:15][CH2:14][CH:11]2[CH2:10][CH2:9][N:8]([CH2:7][C:3]3([C:2]([F:1])([F:16])[F:17])[CH2:4][CH2:5][CH2:6]3)[CH2:13][CH2:12]2)=[CH:26][N:25]=1. (2) The product is: [CH3:1][N:2]1[CH2:3][CH2:4][N:5]([C:8]2[CH:13]=[CH:12][C:11]([CH:14]=[O:15])=[C:10]([NH:16][CH:17]3[CH2:22][CH2:21][O:20][CH2:19][CH2:18]3)[CH:9]=2)[CH2:6][CH2:7]1. Given the reactants [CH3:1][N:2]1[CH2:7][CH2:6][N:5]([C:8]2[CH:13]=[CH:12][C:11]([CH2:14][OH:15])=[C:10]([NH:16][CH:17]3[CH2:22][CH2:21][O:20][CH2:19][CH2:18]3)[CH:9]=2)[CH2:4][CH2:3]1, predict the reaction product. (3) Given the reactants Br[CH2:2][C:3]1[CH:4]=[C:5]2[C:10](=[CH:11][CH:12]=1)[N:9]=[CH:8][CH:7]=[N:6]2.[CH2:13]([NH2:17])[CH2:14][CH2:15][CH3:16], predict the reaction product. The product is: [CH2:13]([NH:17][CH2:2][C:3]1[CH:4]=[C:5]2[C:10](=[CH:11][CH:12]=1)[N:9]=[CH:8][CH:7]=[N:6]2)[CH2:14][CH2:15][CH3:16]. (4) Given the reactants [CH2:1](OCC)C.[OH-].[K+].CN(N=O)C(N[N+]([O-])=O)=N.[CH2:18]=[C:19]1[CH2:24][CH2:23][N:22]([C:25]([O:27][C:28]([CH3:31])([CH3:30])[CH3:29])=[O:26])[CH2:21][CH2:20]1, predict the reaction product. The product is: [CH2:1]1[C:19]2([CH2:24][CH2:23][N:22]([C:25]([O:27][C:28]([CH3:31])([CH3:30])[CH3:29])=[O:26])[CH2:21][CH2:20]2)[CH2:18]1. (5) The product is: [CH3:14][O:15][C:16]1[CH:23]=[CH:22][C:19]([CH2:20][N:1]2[C:9]3[C:4](=[CH:5][CH:6]=[CH:7][CH:8]=3)[C:3]([C:10]([O:12][CH3:13])=[O:11])=[N:2]2)=[CH:18][CH:17]=1. Given the reactants [NH:1]1[C:9]2[C:4](=[CH:5][CH:6]=[CH:7][CH:8]=2)[C:3]([C:10]([O:12][CH3:13])=[O:11])=[N:2]1.[CH3:14][O:15][C:16]1[CH:23]=[CH:22][C:19]([CH2:20]Cl)=[CH:18][CH:17]=1.C(=O)([O-])[O-].[K+].[K+], predict the reaction product. (6) Given the reactants [O:1]1[CH2:6][CH2:5][N:4]([C:7]2[CH:16]=[C:15]3[C:10]([N:11]=[CH:12][CH:13]=[N:14]3)=[C:9]([NH:17][CH:18]3[CH2:23][CH2:22][CH:21]([NH:24]C(=O)OC(C)(C)C)[CH2:20][CH2:19]3)[CH:8]=2)[CH2:3][CH2:2]1.[F:32][C:33]([F:38])([F:37])[C:34]([OH:36])=[O:35].C(=O)(O)[O-].[Na+], predict the reaction product. The product is: [O:1]1[CH2:6][CH2:5][N:4]([C:7]2[CH:16]=[C:15]3[C:10]([N:11]=[CH:12][CH:13]=[N:14]3)=[C:9]([NH:17][CH:18]3[CH2:23][CH2:22][CH:21]([NH2:24])[CH2:20][CH2:19]3)[CH:8]=2)[CH2:3][CH2:2]1.[F:32][C:33]([F:38])([F:37])[C:34]([O-:36])=[O:35]. (7) Given the reactants [CH3:1][O:2][C:3]([NH:5][C@H:6]([C:20]([NH:22][C:23]1[CH:28]=[CH:27][CH:26]=[CH:25][C:24]=1[CH2:29][CH2:30][C@H:31]1[O:36][CH2:35][C@@H:34]([CH2:37][NH:38][S:39]([C:42]2[CH:47]=[CH:46][CH:45]=[CH:44][CH:43]=2)(=[O:41])=[O:40])[N:33](C(OC(C)(C)C)=O)[CH2:32]1)=[O:21])[CH:7]([C:14]1[CH:19]=[CH:18][CH:17]=[CH:16][CH:15]=1)[C:8]1[CH:13]=[CH:12][CH:11]=[CH:10][CH:9]=1)=[O:4].C(Cl)Cl.[C:58]([OH:64])([C:60]([F:63])([F:62])[F:61])=[O:59], predict the reaction product. The product is: [CH3:1][O:2][C:3]([NH:5][C@H:6]([C:20]([NH:22][C:23]1[CH:28]=[CH:27][CH:26]=[CH:25][C:24]=1[CH2:29][CH2:30][C@H:31]1[O:36][CH2:35][C@@H:34]([CH2:37][NH:38][S:39]([C:42]2[CH:47]=[CH:46][CH:45]=[CH:44][CH:43]=2)(=[O:40])=[O:41])[NH:33][CH2:32]1)=[O:21])[CH:7]([C:14]1[CH:15]=[CH:16][CH:17]=[CH:18][CH:19]=1)[C:8]1[CH:13]=[CH:12][CH:11]=[CH:10][CH:9]=1)=[O:4].[C:58]([OH:64])([C:60]([F:63])([F:62])[F:61])=[O:59].